Dataset: Catalyst prediction with 721,799 reactions and 888 catalyst types from USPTO. Task: Predict which catalyst facilitates the given reaction. (1) Reactant: F[C:2]1[CH:12]=[CH:11][C:5]([C:6]([O:8]CC)=[O:7])=[CH:4][CH:3]=1.[C:13]([S:17][Na])([CH3:16])([CH3:15])[CH3:14]. The catalyst class is: 3. Product: [C:13]([S:17][C:2]1[CH:3]=[CH:4][C:5]([C:6]([OH:8])=[O:7])=[CH:11][CH:12]=1)([CH3:16])([CH3:15])[CH3:14]. (2) Reactant: [NH2:1][C:2]1[N:7]=[C:6]([C:8]2[CH:9]=[CH:10][C:11]([N:14]3[CH2:19][CH2:18][N:17]([C:20]([O:22][C:23]([CH3:26])([CH3:25])[CH3:24])=[O:21])[CH2:16][CH2:15]3)=[N:12][CH:13]=2)[CH:5]=[N:4][C:3]=1[Cl:27].Br[CH2:29][C:30](=O)[C:31]([O:33][CH2:34][CH3:35])=[O:32]. Product: [C:23]([O:22][C:20]([N:17]1[CH2:18][CH2:19][N:14]([C:11]2[N:12]=[CH:13][C:8]([C:6]3[N:7]4[CH:29]=[C:30]([C:31]([O:33][CH2:34][CH3:35])=[O:32])[N:1]=[C:2]4[C:3]([Cl:27])=[N:4][CH:5]=3)=[CH:9][CH:10]=2)[CH2:15][CH2:16]1)=[O:21])([CH3:24])([CH3:26])[CH3:25]. The catalyst class is: 57. (3) Reactant: [NH2:1][C:2]1[C:3]2[N:4]([C:8]([C:25]3[CH:26]=[C:27]([CH2:31]O)[CH:28]=[CH:29][CH:30]=3)=[N:9][C:10]=2[C:11]2[CH:16]=[CH:15][CH:14]=[C:13]([O:17][CH2:18][C:19]3[CH:24]=[CH:23][CH:22]=[CH:21][CH:20]=3)[CH:12]=2)[CH:5]=[CH:6][N:7]=1.[C:33]1(=[O:43])[C:41]2[C:36](=[CH:37][CH:38]=[CH:39][CH:40]=2)[C:35](=[O:42])[NH:34]1.C1C=CC(P(C2C=CC=CC=2)C2C=CC=CC=2)=CC=1.CC(OC(/N=N/C(OC(C)C)=O)=O)C. Product: [NH2:1][C:2]1[C:3]2[N:4]([C:8]([C:25]3[CH:26]=[C:27]([CH:28]=[CH:29][CH:30]=3)[CH2:31][N:34]3[C:35](=[O:42])[C:36]4[C:41](=[CH:40][CH:39]=[CH:38][CH:37]=4)[C:33]3=[O:43])=[N:9][C:10]=2[C:11]2[CH:16]=[CH:15][CH:14]=[C:13]([O:17][CH2:18][C:19]3[CH:24]=[CH:23][CH:22]=[CH:21][CH:20]=3)[CH:12]=2)[CH:5]=[CH:6][N:7]=1. The catalyst class is: 1. (4) Reactant: C([Sn](CCCC)(CCCC)[C:6]1[N:11]=[CH:10][CH:9]=[CH:8][N:7]=1)CCC.C([Li])CCC.[Br-].[Mg+2].[Br-].[F:28][C:29]1[CH:34]=[CH:33][C:32]([C:35]2[N:36]=[CH:37][N:38]3[C:47]=2[CH:46]=[C:45]2[C@@:40]([CH3:50])([C@@H:41]([CH:48]=[O:49])[CH2:42][CH2:43][CH2:44]2)[CH2:39]3)=[CH:31][CH:30]=1.[Cl-].[NH4+]. Product: [F:28][C:29]1[CH:34]=[CH:33][C:32]([C:35]2[N:36]=[CH:37][N:38]3[C:47]=2[CH:46]=[C:45]2[C@@:40]([CH3:50])([C@@H:41]([CH:48]([C:6]4[N:7]=[CH:8][CH:9]=[CH:10][N:11]=4)[OH:49])[CH2:42][CH2:43][CH2:44]2)[CH2:39]3)=[CH:31][CH:30]=1. The catalyst class is: 1. (5) Reactant: Cl[C:2]1[C:11]2[C:6](=[CH:7][CH:8]=[CH:9][C:10]=2[F:12])[N:5]=[CH:4][N:3]=1.[NH2:13][C:14]1[CH:19]=[CH:18][C:17]([OH:20])=[C:16]([O:21][CH3:22])[CH:15]=1. Product: [F:12][C:10]1[CH:9]=[CH:8][CH:7]=[C:6]2[C:11]=1[C:2]([NH:13][C:14]1[CH:19]=[CH:18][C:17]([OH:20])=[C:16]([O:21][CH3:22])[CH:15]=1)=[N:3][CH:4]=[N:5]2. The catalyst class is: 32. (6) Reactant: N1CCOCC1.[C:7]([Si:11]([CH3:27])([CH3:26])[O:12][CH2:13][CH2:14][CH2:15][C:16]1[C:17]([C:24]#[N:25])=[C:18]([S-:23])[NH:19][C:20](=[O:22])[CH:21]=1)([CH3:10])([CH3:9])[CH3:8].Br[CH2:29][C:30]([NH2:32])=[O:31]. Product: [C:7]([Si:11]([CH3:27])([CH3:26])[O:12][CH2:13][CH2:14][CH2:15][C:16]1[C:17]([C:24]#[N:25])=[C:18]([S:23][CH2:29][C:30]([NH2:32])=[O:31])[NH:19][C:20](=[O:22])[CH:21]=1)([CH3:8])([CH3:9])[CH3:10]. The catalyst class is: 1.